From a dataset of Reaction yield outcomes from USPTO patents with 853,638 reactions. Predict the reaction yield, written as a fraction of the theoretical maximum amount of product (1.0 means a 100% yield; for example, 0.34 means a 34% yield). (1) The reactants are [F:1][C:2]1[CH:10]=[CH:9][C:5]([C:6](O)=[O:7])=[CH:4][CH:3]=1.C(N(C(C)C)CC)(C)C.C1C=CC2N(O)N=NC=2C=1.CN([C:33]([O:37][N:38]1N=NC2C=CC=C[C:39]1=2)=[N+](C)C)C.F[P-](F)(F)(F)(F)F.Cl.CNOC. The catalyst is CN(C=O)C.CCOC(C)=O. The product is [F:1][C:2]1[CH:10]=[CH:9][C:5]([C:6]([N:38]([O:37][CH3:33])[CH3:39])=[O:7])=[CH:4][CH:3]=1. The yield is 0.790. (2) The reactants are C1CO[C:8]23OCC[O:12][C:3]2([C@:4]2([CH2:27][CH2:26][C@H:25]4[C@@H:15]([CH2:16][C@H:17]([NH:28][C:29](=[O:31])[CH3:30])[CH:18]5[C@:23]4([CH3:24])[CH2:22][CH2:21][CH2:20][CH2:19]5)[C@@H:6]2[CH2:7]3)[CH3:5])O1.C([C@@H]1C2[C@](C)(CCC(=[O:52])C2)[C@@H]2[C@H]([C@H]3[C@@](CC2)(C)C(=O)CC3)C1)#N. No catalyst specified. The product is [C:29]([NH:28][C@@H:17]1[CH:18]2[C@:23]([CH3:24])([CH2:22][CH2:21][C:20](=[O:52])[CH2:19]2)[C@@H:25]2[C@H:15]([C@H:6]3[C@@:4]([CH2:27][CH2:26]2)([CH3:5])[C:3](=[O:12])[CH2:8][CH2:7]3)[CH2:16]1)(=[O:31])[CH3:30]. The yield is 0.960. (3) The reactants are F[C:2]1[CH:9]=[CH:8][C:5]([C:6]#[N:7])=[CH:4][CH:3]=1.[CH3:10][O:11][C:12]1[CH:17]=[CH:16][C:15]([SH:18])=[CH:14][CH:13]=1.C([O-])([O-])=O.[Cs+].[Cs+].O. The catalyst is CN(C=O)C. The product is [CH3:10][O:11][C:12]1[CH:17]=[CH:16][C:15]([S:18][C:2]2[CH:9]=[CH:8][C:5]([C:6]#[N:7])=[CH:4][CH:3]=2)=[CH:14][CH:13]=1. The yield is 0.870. (4) The reactants are [C:1]1([C:11]2[O:12][C:13](=[O:21])[C:14]3[N:20]=[CH:19][CH:18]=[CH:17][C:15]=3[N:16]=2)[C:10]2[C:5](=[CH:6][CH:7]=[CH:8][CH:9]=2)[CH:4]=[CH:3][CH:2]=1.[F:22][C:23]1([F:30])[CH2:28][CH2:27][CH:26]([NH2:29])[CH2:25][CH2:24]1. No catalyst specified. The product is [F:22][C:23]1([F:30])[CH2:28][CH2:27][CH:26]([NH:29][C:13]([C:14]2[C:15]([NH:16][C:11]([C:1]3[C:10]4[C:5](=[CH:6][CH:7]=[CH:8][CH:9]=4)[CH:4]=[CH:3][CH:2]=3)=[O:12])=[CH:17][CH:18]=[CH:19][N:20]=2)=[O:21])[CH2:25][CH2:24]1. The yield is 0.270. (5) The reactants are [OH:1][C:2]1[C:11]2[C:6](=[CH:7][CH:8]=[CH:9][CH:10]=2)[C@@:5]([CH3:17])([CH2:12][CH2:13][CH:14]([CH3:16])[CH3:15])[C:4](=[O:18])[C:3]=1[C:19]1[NH:24][C:23]2[CH:25]=[CH:26][C:27]([NH:29][S:30]([CH2:33][CH3:34])(=[O:32])=[O:31])=[CH:28][C:22]=2[S:21](=[O:36])(=[O:35])[N:20]=1.[OH-].[Na+:38]. The catalyst is O. The product is [CH2:33]([S:30]([NH:29][C:27]1[CH:26]=[CH:25][C:23]2[NH:24][C:19]([C:3]3[C:4](=[O:18])[C@:5]([CH3:17])([CH2:12][CH2:13][CH:14]([CH3:15])[CH3:16])[C:6]4[C:11](=[CH:10][CH:9]=[CH:8][CH:7]=4)[C:2]=3[O-:1])=[N:20][S:21](=[O:36])(=[O:35])[C:22]=2[CH:28]=1)(=[O:31])=[O:32])[CH3:34].[Na+:38]. The yield is 0.870. (6) The reactants are [OH:1][C:2]1[CH:3]=[C:4]([N:8]2[CH2:12][C@@H:11]3[CH2:13][N:14](C(OC(C)(C)C)=O)[CH2:15][C@@H:10]3[CH2:9]2)[CH:5]=[N:6][CH:7]=1.[ClH:23].O1CCOCC1. The catalyst is C(OCC)(=O)C.CO. The product is [ClH:23].[ClH:23].[OH:1][C:2]1[CH:3]=[C:4]([N:8]2[CH2:9][C@@H:10]3[C@@H:11]([CH2:13][NH:14][CH2:15]3)[CH2:12]2)[CH:5]=[N:6][CH:7]=1. The yield is 0.990. (7) The catalyst is CO.O.[OH-].[OH-].[Pd+2]. The product is [CH3:1][NH:8][CH2:10][CH2:11][NH:12][C:13](=[O:19])[O:14][C:15]([CH3:17])([CH3:16])[CH3:18]. The yield is 0.940. The reactants are [CH2:1]([N:8]([CH2:10][CH2:11][NH:12][C:13](=[O:19])[O:14][C:15]([CH3:18])([CH3:17])[CH3:16])C)C1C=CC=CC=1. (8) The reactants are CC(C)([O-])C.[Na+].C(P(C(C)(C)C)C(C)(C)C)(C)(C)C.[NH:20]1[CH2:25][CH2:24][CH:23]([C:26]([O:28][CH2:29][CH3:30])=[O:27])[CH2:22][CH2:21]1.Br[C:32]1[CH:37]=[CH:36][C:35]([O:38][CH:39]([F:41])[F:40])=[CH:34][CH:33]=1. The catalyst is C1(C)C=CC=CC=1.C([O-])(=O)C.[Pd+2].C([O-])(=O)C.O. The product is [F:40][CH:39]([F:41])[O:38][C:35]1[CH:36]=[CH:37][C:32]([N:20]2[CH2:25][CH2:24][CH:23]([C:26]([O:28][CH2:29][CH3:30])=[O:27])[CH2:22][CH2:21]2)=[CH:33][CH:34]=1. The yield is 0.560. (9) The reactants are [Si:1]([O:8][C:9]1[CH:10]=[C:11]([CH:14]=[CH:15][C:16]=1[O:17][CH3:18])[CH2:12]O)([C:4]([CH3:7])([CH3:6])[CH3:5])([CH3:3])[CH3:2].S(Cl)([Cl:21])=O.C(Cl)(Cl)Cl. The catalyst is C1C=CC=CC=1. The product is [Si:1]([O:8][C:9]1[CH:10]=[C:11]([CH:14]=[CH:15][C:16]=1[O:17][CH3:18])[CH2:12][Cl:21])([C:4]([CH3:7])([CH3:6])[CH3:5])([CH3:3])[CH3:2]. The yield is 0.985.